From a dataset of Reaction yield outcomes from USPTO patents with 853,638 reactions. Predict the reaction yield, written as a fraction of the theoretical maximum amount of product (1.0 means a 100% yield; for example, 0.34 means a 34% yield). (1) The catalyst is CO. The yield is 0.567. The reactants are [CH2:1]([NH:3][C:4]1[C:5]([NH2:10])=[CH:6][CH:7]=[CH:8][CH:9]=1)[CH3:2].O=[C:12]([CH3:16])[C:13](O)=[O:14]. The product is [CH2:1]([N:3]1[C:4]2[C:5](=[CH:6][CH:7]=[CH:8][CH:9]=2)[N:10]=[C:12]([CH3:16])[C:13]1=[O:14])[CH3:2]. (2) The reactants are [F:1][C:2]1[CH:3]=[C:4]([NH2:10])[C:5]([NH:8][CH3:9])=[CH:6][CH:7]=1.[Cl:11][CH2:12][C:13](O)=O. No catalyst specified. The product is [Cl:11][CH2:12][C:13]1[N:8]([CH3:9])[C:5]2[CH:6]=[CH:7][C:2]([F:1])=[CH:3][C:4]=2[N:10]=1. The yield is 0.0800. (3) The reactants are Br[C:2]1[C:10]2[C:5](=[N:6][CH:7]=[C:8]([C:11]3[CH:16]=[CH:15][CH:14]=[CH:13][CH:12]=3)[CH:9]=2)[N:4](C(OC(C)(C)C)=O)[CH:3]=1.OB(O)[C:26]1[CH:34]=[CH:33][C:29]([C:30]([OH:32])=[O:31])=[C:28]([CH2:35][CH3:36])[CH:27]=1.C(=O)([O-])[O-].[K+].[K+].ClCCl.[N].N1C2C(=CC=CC=2)C=C1. The catalyst is O1CCOCC1.O.C(OCC)(=O)C.Cl. The product is [CH2:35]([C:28]1[CH:27]=[C:26]([C:2]2[C:10]3[C:5](=[N:6][CH:7]=[C:8]([C:11]4[CH:12]=[CH:13][CH:14]=[CH:15][CH:16]=4)[CH:9]=3)[NH:4][CH:3]=2)[CH:34]=[CH:33][C:29]=1[C:30]([OH:32])=[O:31])[CH3:36]. The yield is 0.330. (4) The catalyst is ClCCCl. The yield is 0.640. The reactants are [N:1]1([C:7]([O:9][C:10]([CH3:13])([CH3:12])[CH3:11])=[O:8])[CH2:6][CH2:5][NH:4][CH2:3][CH2:2]1.[F:14][C:15]1[CH:20]=[CH:19][C:18]([C:21]2[S:22][CH:23]=[C:24]([CH:26]=O)[N:25]=2)=[CH:17][CH:16]=1.C(O[BH-](OC(=O)C)OC(=O)C)(=O)C.[Na+]. The product is [F:14][C:15]1[CH:16]=[CH:17][C:18]([C:21]2[S:22][CH:23]=[C:24]([CH2:26][N:4]3[CH2:5][CH2:6][N:1]([C:7]([O:9][C:10]([CH3:13])([CH3:12])[CH3:11])=[O:8])[CH2:2][CH2:3]3)[N:25]=2)=[CH:19][CH:20]=1.